From a dataset of Reaction yield outcomes from USPTO patents with 853,638 reactions. Predict the reaction yield, written as a fraction of the theoretical maximum amount of product (1.0 means a 100% yield; for example, 0.34 means a 34% yield). (1) The reactants are [CH3:1][C:2]1([C:7]2[O:8][CH:9]=[CH:10][CH:11]=2)[O:6][CH2:5][CH2:4][O:3]1.[CH:12]([O:15][C:16]1[CH:23]=[CH:22][CH:21]=[CH:20][C:17]=1[CH:18]=[O:19])(C)C.[Cl-].[NH4+]. The catalyst is O1CCCC1. The product is [CH3:12][O:15][C:16]1[CH:23]=[CH:22][CH:21]=[CH:20][C:17]=1[CH:18]([OH:19])[C:9]1[O:8][C:7]([C:2]2([CH3:1])[O:3][CH2:4][CH2:5][O:6]2)=[CH:11][CH:10]=1. The yield is 0.770. (2) The reactants are C(N(S(F)(F)[F:7])CC)C.[Cl:10][C:11]1[CH:16]=[CH:15][C:14]([CH:17](O)[CH:18]2[CH2:23][CH2:22][N:21]([C:24]([O:26][C:27]([CH3:30])([CH3:29])[CH3:28])=[O:25])[CH2:20][CH2:19]2)=[CH:13][CH:12]=1. The catalyst is C(Cl)Cl. The product is [Cl:10][C:11]1[CH:16]=[CH:15][C:14]([CH:17]([F:7])[CH:18]2[CH2:23][CH2:22][N:21]([C:24]([O:26][C:27]([CH3:30])([CH3:29])[CH3:28])=[O:25])[CH2:20][CH2:19]2)=[CH:13][CH:12]=1. The yield is 0.840. (3) The reactants are [CH:1]1([NH2:7])[CH2:6][CH2:5][CH2:4][CH2:3][CH2:2]1.[F:8][C:9]([F:16])([F:15])[CH2:10][CH2:11][C:12](O)=[O:13].C(N(CC)CC)C.F[P-](F)(F)(F)(F)F.N1(O[P+](N(C)C)(N(C)C)N(C)C)C2C=CC=CC=2N=N1. The catalyst is CN(C=O)C.O. The product is [CH:1]1([NH:7][C:12](=[O:13])[CH2:11][CH2:10][C:9]([F:16])([F:15])[F:8])[CH2:6][CH2:5][CH2:4][CH2:3][CH2:2]1. The yield is 0.910. (4) The reactants are C[O:2][C:3]1[N:8]=[C:7]([C:9]([NH:11][CH2:12][CH:13]2[CH2:18][CH2:17][O:16][CH2:15][CH2:14]2)=[O:10])[C:6]([NH:19][C:20]([C:22]2[C:31]3[C:26](=[CH:27][CH:28]=[CH:29][CH:30]=3)[C:25]([CH2:32][N:33]3[CH:37]=[CH:36][N:35]=[N:34]3)=[CH:24][CH:23]=2)=[O:21])=[CH:5][CH:4]=1.Cl.N1C=CC=CC=1. The catalyst is O. The product is [OH:2][C:3]1[N:8]=[C:7]([C:9]([NH:11][CH2:12][CH:13]2[CH2:14][CH2:15][O:16][CH2:17][CH2:18]2)=[O:10])[C:6]([NH:19][C:20]([C:22]2[C:31]3[C:26](=[CH:27][CH:28]=[CH:29][CH:30]=3)[C:25]([CH2:32][N:33]3[CH:37]=[CH:36][N:35]=[N:34]3)=[CH:24][CH:23]=2)=[O:21])=[CH:5][CH:4]=1. The yield is 0.800. (5) The reactants are [Cl:1][C:2]1[C:7]2[C:8](=[O:23])[N:9]([CH2:13][C:14]3[C:15](=[O:22])[NH:16][C:17]([CH3:21])=[CH:18][C:19]=3[CH3:20])[CH2:10][CH2:11][O:12][C:6]=2[CH:5]=[CH:4][C:3]=1[OH:24].[F:25][C:26]([F:40])([F:39])[CH2:27]OS(C1C=CC(C)=CC=1)(=O)=O.C(=O)([O-])[O-].[K+].[K+]. The catalyst is CN(C=O)C. The product is [Cl:1][C:2]1[C:7]2[C:8](=[O:23])[N:9]([CH2:13][C:14]3[C:15](=[O:22])[NH:16][C:17]([CH3:21])=[CH:18][C:19]=3[CH3:20])[CH2:10][CH2:11][O:12][C:6]=2[CH:5]=[CH:4][C:3]=1[O:24][CH2:27][C:26]([F:40])([F:39])[F:25]. The yield is 0.160.